From a dataset of Full USPTO retrosynthesis dataset with 1.9M reactions from patents (1976-2016). Predict the reactants needed to synthesize the given product. (1) Given the product [NH2:19][C:10]1[C:9]2=[N:8][N:7]([CH2:20][CH2:21][O:22][CH3:23])[C:6]([CH2:5][CH2:4][CH2:3][CH2:2][NH:28][S:25]([CH3:24])(=[O:27])=[O:26])=[C:18]2[C:17]2[CH:16]=[CH:15][CH:14]=[CH:13][C:12]=2[N:11]=1, predict the reactants needed to synthesize it. The reactants are: Cl[CH2:2][CH2:3][CH2:4][CH2:5][C:6]1[N:7]([CH2:20][CH2:21][O:22][CH3:23])[N:8]=[C:9]2[C:18]=1[C:17]1[CH:16]=[CH:15][CH:14]=[CH:13][C:12]=1[N:11]=[C:10]2[NH2:19].[CH3:24][S:25]([NH2:28])(=[O:27])=[O:26].[H-].[Na+].[I-].[Na+]. (2) Given the product [OH:21][CH2:20][CH:19]([N:12]1[C:13]2[CH:18]=[CH:17][N:16]=[CH:15][C:14]=2[C:10]([C:8]([C:4]2[CH:3]=[C:2]([NH:1][C:39](=[O:40])[CH2:38][C:34]3[CH:35]=[CH:36][CH:37]=[C:32]([C:31]([F:42])([F:30])[F:43])[CH:33]=3)[CH:7]=[CH:6][N:5]=2)=[O:9])=[CH:11]1)[CH3:29], predict the reactants needed to synthesize it. The reactants are: [NH2:1][C:2]1[CH:7]=[CH:6][N:5]=[C:4]([C:8]([C:10]2[C:14]3[CH:15]=[N:16][CH:17]=[CH:18][C:13]=3[N:12]([CH:19]([CH3:29])[CH2:20][O:21][Si](C(C)(C)C)(C)C)[CH:11]=2)=[O:9])[CH:3]=1.[F:30][C:31]([F:43])([F:42])[C:32]1[CH:33]=[C:34]([CH2:38][C:39](O)=[O:40])[CH:35]=[CH:36][CH:37]=1. (3) The reactants are: [C:1]1([C:43]2[CH:48]=[CH:47][CH:46]=[CH:45][CH:44]=2)[CH:6]=[CH:5][CH:4]=[CH:3][C:2]=1[CH2:7][C:8]([N:10]1[CH2:14][CH2:13][CH:12]([NH:15][C:16]2[N:25]=[C:24]([N:26]3[CH2:31][CH2:30][CH2:29][CH:28]([NH:32]C(=O)OCC4C=CC=CC=4)[CH2:27]3)[C:23]3[C:18](=[CH:19][CH:20]=[CH:21][CH:22]=3)[N:17]=2)[CH2:11]1)=[O:9].Cl. Given the product [NH2:32][CH:28]1[CH2:29][CH2:30][CH2:31][N:26]([C:24]2[C:23]3[C:18](=[CH:19][CH:20]=[CH:21][CH:22]=3)[N:17]=[C:16]([NH:15][CH:12]3[CH2:13][CH2:14][N:10]([C:8](=[O:9])[CH2:7][C:2]4[CH:3]=[CH:4][CH:5]=[CH:6][C:1]=4[C:43]4[CH:48]=[CH:47][CH:46]=[CH:45][CH:44]=4)[CH2:11]3)[N:25]=2)[CH2:27]1, predict the reactants needed to synthesize it. (4) Given the product [CH:1]1([CH2:7][C@H:8]([N:12]2[CH2:16][C:15]([O:17][CH3:18])=[CH:14][C:13]2=[O:19])[C:9]([NH:20][C:21]2[CH:25]=[CH:24][N:23]([CH2:26][C:27]([OH:29])([CH3:28])[CH3:30])[N:22]=2)=[O:11])[CH2:2][CH2:3][CH2:4][CH2:5][CH2:6]1, predict the reactants needed to synthesize it. The reactants are: [CH:1]1([CH2:7][C@H:8]([N:12]2[CH2:16][C:15]([O:17][CH3:18])=[CH:14][C:13]2=[O:19])[C:9]([OH:11])=O)[CH2:6][CH2:5][CH2:4][CH2:3][CH2:2]1.[NH2:20][C:21]1[CH:25]=[CH:24][N:23]([CH2:26][C:27]([CH3:30])([OH:29])[CH3:28])[N:22]=1.F[P-](F)(F)(F)(F)F.N1(O[P+](N(C)C)(N(C)C)N(C)C)C2C=CC=CC=2N=N1.C(N(CC)C(C)C)(C)C.C1(C[C@H](N2CC(OC)=CC2=O)C(NC2C=CN(CC(OC)(C)C)N=2)=O)CCCC1. (5) Given the product [C:25]([C:24]1[CH:27]=[CH:28][C:29]([NH:31][C:33](=[O:37])[CH:34]([CH3:36])[CH3:35])=[CH:30][C:23]=1[C:9]([F:32])([F:8])[C:10]([F:21])([F:22])[C:11]([F:19])([F:20])[C:12]([F:18])([F:17])[C:13]([F:16])([F:15])[F:14])#[N:26], predict the reactants needed to synthesize it. The reactants are: BrBr.[C-]#N.[Cu]C#N.[F:8][C:9]([F:32])([C:23]1[CH:30]=[C:29]([NH2:31])[CH:28]=[CH:27][C:24]=1[C:25]#[N:26])[C:10]([F:22])([F:21])[C:11]([F:20])([F:19])[C:12]([F:18])([F:17])[C:13]([F:16])([F:15])[F:14].[C:33](Cl)(=[O:37])[CH:34]([CH3:36])[CH3:35]. (6) Given the product [CH3:29][N:30]1[C:2]2[C:11]3[CH:10]=[CH:9][CH:8]=[N:7][C:6]=3[N:5]([C:12]3[CH:17]=[CH:16][CH:15]=[CH:14][CH:13]=3)[C:4](=[O:18])[C:3]=2[C:19]([CH2:20][CH2:21][C:22]2[CH:27]=[CH:26][N:25]=[CH:24][CH:23]=2)=[N:31]1, predict the reactants needed to synthesize it. The reactants are: O[C:2]1[C:11]2[C:6](=[N:7][CH:8]=[CH:9][CH:10]=2)[N:5]([C:12]2[CH:17]=[CH:16][CH:15]=[CH:14][CH:13]=2)[C:4](=[O:18])[C:3]=1[C:19](=O)[CH2:20][CH2:21][C:22]1[CH:27]=[CH:26][N:25]=[CH:24][CH:23]=1.[CH3:29][NH:30][NH2:31].